Task: Regression. Given a peptide amino acid sequence and an MHC pseudo amino acid sequence, predict their binding affinity value. This is MHC class II binding data.. Dataset: Peptide-MHC class II binding affinity with 134,281 pairs from IEDB (1) The binding affinity (normalized) is 0. The peptide sequence is FTVQKGSDPKKLVLD. The MHC is DRB1_0405 with pseudo-sequence DRB1_0405. (2) The peptide sequence is SYIAEMETESWIVDR. The MHC is DRB1_1302 with pseudo-sequence DRB1_1302. The binding affinity (normalized) is 0.158. (3) The peptide sequence is VSGAAVVSGFVVASL. The MHC is DRB1_1001 with pseudo-sequence DRB1_1001. The binding affinity (normalized) is 0.702. (4) The peptide sequence is SYNKRVFCEAVRRVA. The MHC is DRB1_0802 with pseudo-sequence DRB1_0802. The binding affinity (normalized) is 0.701. (5) The peptide sequence is INEWTAAAIAYGLDR. The MHC is HLA-DQA10401-DQB10402 with pseudo-sequence HLA-DQA10401-DQB10402. The binding affinity (normalized) is 0.650. (6) The peptide sequence is AVTFVNAPALAAERG. The MHC is DRB3_0202 with pseudo-sequence DRB3_0202. The binding affinity (normalized) is 0.812. (7) The binding affinity (normalized) is 0.506. The peptide sequence is GRFYIQMCTELKLSDYEG. The MHC is DRB4_0101 with pseudo-sequence DRB4_0103.